This data is from NCI-60 drug combinations with 297,098 pairs across 59 cell lines. The task is: Regression. Given two drug SMILES strings and cell line genomic features, predict the synergy score measuring deviation from expected non-interaction effect. (1) Drug 1: CCC1=C2CN3C(=CC4=C(C3=O)COC(=O)C4(CC)O)C2=NC5=C1C=C(C=C5)O. Drug 2: C1CN(P(=O)(OC1)NCCCl)CCCl. Cell line: MDA-MB-231. Synergy scores: CSS=13.9, Synergy_ZIP=-5.67, Synergy_Bliss=-0.528, Synergy_Loewe=-12.2, Synergy_HSA=-1.39. (2) Drug 1: B(C(CC(C)C)NC(=O)C(CC1=CC=CC=C1)NC(=O)C2=NC=CN=C2)(O)O. Drug 2: CC1=C(C(=CC=C1)Cl)NC(=O)C2=CN=C(S2)NC3=CC(=NC(=N3)C)N4CCN(CC4)CCO. Cell line: NCI-H460. Synergy scores: CSS=61.1, Synergy_ZIP=5.25, Synergy_Bliss=5.41, Synergy_Loewe=-12.1, Synergy_HSA=7.93. (3) Drug 1: CN1CCC(CC1)COC2=C(C=C3C(=C2)N=CN=C3NC4=C(C=C(C=C4)Br)F)OC. Drug 2: COCCOC1=C(C=C2C(=C1)C(=NC=N2)NC3=CC=CC(=C3)C#C)OCCOC.Cl. Cell line: ACHN. Synergy scores: CSS=32.8, Synergy_ZIP=-9.95, Synergy_Bliss=1.98, Synergy_Loewe=4.01, Synergy_HSA=7.05. (4) Drug 1: C1=CC(=CC=C1CCC2=CNC3=C2C(=O)NC(=N3)N)C(=O)NC(CCC(=O)O)C(=O)O. Drug 2: C(CCl)NC(=O)N(CCCl)N=O. Cell line: SNB-19. Synergy scores: CSS=31.2, Synergy_ZIP=-2.46, Synergy_Bliss=1.24, Synergy_Loewe=-17.6, Synergy_HSA=1.01. (5) Drug 1: CNC(=O)C1=CC=CC=C1SC2=CC3=C(C=C2)C(=NN3)C=CC4=CC=CC=N4. Drug 2: C1=CC(=C2C(=C1NCCNCCO)C(=O)C3=C(C=CC(=C3C2=O)O)O)NCCNCCO. Cell line: OVCAR3. Synergy scores: CSS=27.7, Synergy_ZIP=6.24, Synergy_Bliss=5.93, Synergy_Loewe=-13.1, Synergy_HSA=3.55. (6) Drug 1: CN1C(=O)N2C=NC(=C2N=N1)C(=O)N. Drug 2: CCC1=C2CN3C(=CC4=C(C3=O)COC(=O)C4(CC)O)C2=NC5=C1C=C(C=C5)O. Cell line: K-562. Synergy scores: CSS=15.8, Synergy_ZIP=-8.47, Synergy_Bliss=-3.42, Synergy_Loewe=-1.83, Synergy_HSA=-1.01.